This data is from Reaction yield outcomes from USPTO patents with 853,638 reactions. The task is: Predict the reaction yield, written as a fraction of the theoretical maximum amount of product (1.0 means a 100% yield; for example, 0.34 means a 34% yield). (1) The reactants are [OH-].[Na+].O=C1[N:9]([CH:10]2[CH2:15][CH2:14][N:13]([CH2:16][C:17]([NH:19]C3C=C4C(=CC=3)C(=O)CC4)=[O:18])[CH2:12][CH2:11]2)[C:8]2[CH:30]=[CH:31][CH:32]=[CH:33][C:7]=2[CH2:6][O:5]1.[CH2:34]([OH:36])[CH3:35]. No catalyst specified. The product is [OH:5][CH2:6][C:7]1[CH:33]=[CH:32][CH:31]=[CH:30][C:8]=1[NH:9][CH:10]1[CH2:11][CH2:12][N:13]([CH:16]([C:30]2[CH:8]=[C:7]3[C:33](=[CH:32][CH:31]=2)[C:34](=[O:36])[CH2:35][CH2:6]3)[C:17]([NH2:19])=[O:18])[CH2:14][CH2:15]1. The yield is 0.640. (2) The reactants are CC([O:4][CH2:5][C@H:6]1[O:11][C@@H:10]([S:12][C:13]2[CH:18]=[CH:17][C:16]([N+:19]([O-:21])=[O:20])=[CH:15][CH:14]=2)[C@H:9]([O:22]C(C)=O)[C@@H:8]([O:26]C(C)=O)[C@@H:7]1[O:30]C(C)=O)=O.C[O-].[Na+]. The catalyst is CO. The product is [CH:17]1[C:16]([N+:19]([O-:21])=[O:20])=[CH:15][CH:14]=[C:13]([S:12][C@@H:10]2[O:11][C@H:6]([CH2:5][OH:4])[C@@H:7]([OH:30])[C@H:8]([OH:26])[C@H:9]2[OH:22])[CH:18]=1. The yield is 0.900. (3) The reactants are [Br:1][C:2]1[CH:10]=[C:9]([CH3:11])[CH:8]=[CH:7][C:3]=1[C:4](O)=[O:5].C[N:13](C=O)C. The product is [Br:1][C:2]1[CH:10]=[C:9]([CH3:11])[CH:8]=[CH:7][C:3]=1[C:4]([NH2:13])=[O:5]. The catalyst is C1(C)C=CC=CC=1.S(Cl)(Cl)=O. The yield is 0.990. (4) The product is [CH3:1][O:2][C:3](=[O:34])[CH2:4][N:5]1[C:13]2[C:8](=[CH:9][CH:10]=[C:11]([S:14]([N:17]3[CH2:22][CH2:21][N:20]([C:23]4[CH:28]=[CH:27][C:26]([C:29]([F:32])([F:31])[F:30])=[CH:25][CH:24]=4)[CH2:19][CH2:18]3)(=[O:15])=[O:16])[CH:12]=2)[CH:7]=[CH:6]1. The yield is 0.830. The catalyst is [Pd].[C]. The reactants are [CH3:1][O:2][C:3](=[O:34])[CH2:4][N:5]1[C:13]2[C:8](=[CH:9][C:10](Br)=[C:11]([S:14]([N:17]3[CH2:22][CH2:21][N:20]([C:23]4[CH:28]=[CH:27][C:26]([C:29]([F:32])([F:31])[F:30])=[CH:25][CH:24]=4)[CH2:19][CH2:18]3)(=[O:16])=[O:15])[CH:12]=2)[CH:7]=[CH:6]1.C(N(CC)CC)C. (5) The reactants are [Cl:1][C:2]1[C:6]2[CH:7]=[CH:8][CH:9]=[CH:10][C:5]=2[O:4][C:3]=1[CH2:11][NH:12][CH3:13].[O:14]=[C:15]1[CH2:20][O:19][C:18]2[CH:21]=[C:22](/[CH:25]=[CH:26]/[C:27]([OH:29])=O)[CH:23]=[N:24][C:17]=2[NH:16]1.ON1C2C=CC=CC=2N=N1.C(N(C(C)C)CC)(C)C.CN(C)CCCN=C=NCC. The catalyst is CN(C=O)C.O. The product is [Cl:1][C:2]1[C:6]2[CH:7]=[CH:8][CH:9]=[CH:10][C:5]=2[O:4][C:3]=1[CH2:11][N:12]([CH3:13])[C:27](=[O:29])/[CH:26]=[CH:25]/[C:22]1[CH:23]=[N:24][C:17]2[NH:16][C:15](=[O:14])[CH2:20][O:19][C:18]=2[CH:21]=1. The yield is 0.300. (6) The reactants are CC(C)([O-])C.[K+].[C:7]([CH2:9]P(=O)(OCC)OCC)#[N:8].[CH:18]([C:20]1([C:23]#[N:24])[CH2:22][CH2:21]1)=O. The catalyst is C1COCC1. The product is [C:7](/[CH:9]=[CH:18]/[C:20]1([C:23]#[N:24])[CH2:22][CH2:21]1)#[N:8]. The yield is 0.190.